Task: Regression. Given two drug SMILES strings and cell line genomic features, predict the synergy score measuring deviation from expected non-interaction effect.. Dataset: NCI-60 drug combinations with 297,098 pairs across 59 cell lines (1) Drug 1: CS(=O)(=O)C1=CC(=C(C=C1)C(=O)NC2=CC(=C(C=C2)Cl)C3=CC=CC=N3)Cl. Drug 2: CC1C(C(CC(O1)OC2CC(CC3=C2C(=C4C(=C3O)C(=O)C5=CC=CC=C5C4=O)O)(C(=O)C)O)N)O. Cell line: NCI-H322M. Synergy scores: CSS=48.9, Synergy_ZIP=-0.528, Synergy_Bliss=0.636, Synergy_Loewe=-2.66, Synergy_HSA=1.51. (2) Drug 1: C1=CC(=CC=C1CCCC(=O)O)N(CCCl)CCCl. Drug 2: C1=CC=C(C=C1)NC(=O)CCCCCCC(=O)NO. Cell line: NCI-H226. Synergy scores: CSS=19.4, Synergy_ZIP=3.10, Synergy_Bliss=7.89, Synergy_Loewe=6.47, Synergy_HSA=7.58. (3) Drug 1: C1CCC(CC1)NC(=O)N(CCCl)N=O. Drug 2: CC(C1=C(C=CC(=C1Cl)F)Cl)OC2=C(N=CC(=C2)C3=CN(N=C3)C4CCNCC4)N. Cell line: IGROV1. Synergy scores: CSS=29.1, Synergy_ZIP=-7.87, Synergy_Bliss=2.65, Synergy_Loewe=3.02, Synergy_HSA=2.95. (4) Cell line: MCF7. Synergy scores: CSS=12.0, Synergy_ZIP=-3.37, Synergy_Bliss=-4.87, Synergy_Loewe=-3.96, Synergy_HSA=-3.53. Drug 2: C1CN(CCN1C(=O)CCBr)C(=O)CCBr. Drug 1: CC1C(C(CC(O1)OC2CC(CC3=C2C(=C4C(=C3O)C(=O)C5=C(C4=O)C(=CC=C5)OC)O)(C(=O)CO)O)N)O.Cl. (5) Drug 1: CCC1=C2CN3C(=CC4=C(C3=O)COC(=O)C4(CC)O)C2=NC5=C1C=C(C=C5)O. Drug 2: CC1C(C(CC(O1)OC2CC(CC3=C2C(=C4C(=C3O)C(=O)C5=C(C4=O)C(=CC=C5)OC)O)(C(=O)CO)O)N)O.Cl. Cell line: CAKI-1. Synergy scores: CSS=37.1, Synergy_ZIP=-2.96, Synergy_Bliss=-3.05, Synergy_Loewe=-1.90, Synergy_HSA=1.83. (6) Drug 1: CN1C2=C(C=C(C=C2)N(CCCl)CCCl)N=C1CCCC(=O)O.Cl. Drug 2: C(CN)CNCCSP(=O)(O)O. Cell line: UO-31. Synergy scores: CSS=1.83, Synergy_ZIP=-1.27, Synergy_Bliss=-0.569, Synergy_Loewe=3.08, Synergy_HSA=-0.670. (7) Drug 1: CC1=C(C=C(C=C1)NC2=NC=CC(=N2)N(C)C3=CC4=NN(C(=C4C=C3)C)C)S(=O)(=O)N.Cl. Drug 2: C1CN1P(=S)(N2CC2)N3CC3. Cell line: EKVX. Synergy scores: CSS=-0.771, Synergy_ZIP=0.366, Synergy_Bliss=-1.64, Synergy_Loewe=-4.48, Synergy_HSA=-2.46. (8) Drug 1: CN(CC1=CN=C2C(=N1)C(=NC(=N2)N)N)C3=CC=C(C=C3)C(=O)NC(CCC(=O)O)C(=O)O. Drug 2: C1=NC2=C(N=C(N=C2N1C3C(C(C(O3)CO)O)F)Cl)N. Cell line: SK-MEL-5. Synergy scores: CSS=7.24, Synergy_ZIP=-5.48, Synergy_Bliss=-0.481, Synergy_Loewe=-7.65, Synergy_HSA=0.00781. (9) Drug 1: CCC1=C2CN3C(=CC4=C(C3=O)COC(=O)C4(CC)O)C2=NC5=C1C=C(C=C5)O. Drug 2: CC1=C(C(=CC=C1)Cl)NC(=O)C2=CN=C(S2)NC3=CC(=NC(=N3)C)N4CCN(CC4)CCO. Cell line: DU-145. Synergy scores: CSS=15.1, Synergy_ZIP=1.79, Synergy_Bliss=4.55, Synergy_Loewe=-45.8, Synergy_HSA=2.53.